This data is from Forward reaction prediction with 1.9M reactions from USPTO patents (1976-2016). The task is: Predict the product of the given reaction. (1) Given the reactants [OH:1][CH:2]1[CH2:7][CH2:6][CH:5]([CH2:8][C:9]([O:11][CH3:12])=[O:10])[CH2:4][CH2:3]1.CN(C1C=CC=CN=1)C.[CH3:22][C:23]1[CH:28]=[CH:27][C:26]([S:29](Cl)(=[O:31])=[O:30])=[CH:25][CH:24]=1, predict the reaction product. The product is: [S:29]([O:1][CH:2]1[CH2:3][CH2:4][CH:5]([CH2:8][C:9]([O:11][CH3:12])=[O:10])[CH2:6][CH2:7]1)([C:26]1[CH:27]=[CH:28][C:23]([CH3:22])=[CH:24][CH:25]=1)(=[O:31])=[O:30]. (2) Given the reactants Cl.[NH2:2][C:3]1[CH:4]=[C:5]([CH:10]=[C:11]([O:13][CH2:14][C:15]2[CH:20]=[CH:19][CH:18]=[CH:17][CH:16]=2)[CH:12]=1)[C:6]([O:8][CH3:9])=[O:7].C(Cl)(Cl)Cl.[CH:25]1([CH:28]=O)[CH2:27][CH2:26]1.C(O[BH-](OC(=O)C)OC(=O)C)(=O)C.[Na+], predict the reaction product. The product is: [CH2:14]([O:13][C:11]1[CH:10]=[C:5]([CH:4]=[C:3]([NH:2][CH2:28][CH:25]2[CH2:27][CH2:26]2)[CH:12]=1)[C:6]([O:8][CH3:9])=[O:7])[C:15]1[CH:20]=[CH:19][CH:18]=[CH:17][CH:16]=1. (3) Given the reactants C(O)(=O)C.[N+:5]([C:8]1[CH:9]=[N:10][C:11]([N:14]2[CH:18]=[C:17]([C:19]([F:22])([F:21])[F:20])[CH:16]=[N:15]2)=[N:12][CH:13]=1)([O-])=O, predict the reaction product. The product is: [F:22][C:19]([F:20])([F:21])[C:17]1[CH:16]=[N:15][N:14]([C:11]2[N:12]=[CH:13][C:8]([NH2:5])=[CH:9][N:10]=2)[CH:18]=1. (4) Given the reactants [Cl:1][C:2]1[CH:32]=[CH:31][C:5]([CH2:6][N:7]2[C:11]3[CH:12]=[C:13]([N:17]4[CH2:22][CH2:21][NH:20][CH2:19][CH2:18]4)[C:14]([F:16])=[CH:15][C:10]=3[N:9]=[C:8]2[CH2:23][O:24][C:25]2[CH:30]=[CH:29][CH:28]=[CH:27][CH:26]=2)=[CH:4][CH:3]=1.[C:33](Cl)(=[O:40])[C:34]1[CH:39]=[CH:38][CH:37]=[CH:36][CH:35]=1, predict the reaction product. The product is: [Cl:1][C:2]1[CH:32]=[CH:31][C:5]([CH2:6][N:7]2[C:11]3[CH:12]=[C:13]([N:17]4[CH2:22][CH2:21][N:20]([C:33]([C:34]5[CH:39]=[CH:38][CH:37]=[CH:36][CH:35]=5)=[O:40])[CH2:19][CH2:18]4)[C:14]([F:16])=[CH:15][C:10]=3[N:9]=[C:8]2[CH2:23][O:24][C:25]2[CH:30]=[CH:29][CH:28]=[CH:27][CH:26]=2)=[CH:4][CH:3]=1. (5) Given the reactants [F:1][C:2]1[CH:9]=[C:8](F)[CH:7]=[C:6]([F:11])[C:3]=1[C:4]#[N:5].[CH2:12]([CH:14]1[CH2:19][CH2:18][CH2:17][CH2:16][NH:15]1)[CH3:13], predict the reaction product. The product is: [CH2:12]([C@H:14]1[CH2:19][CH2:18][CH2:17][CH2:16][N:15]1[C:8]1[CH:9]=[C:2]([F:1])[C:3]([C:4]#[N:5])=[C:6]([F:11])[CH:7]=1)[CH3:13]. (6) Given the reactants C(O)(C(F)(F)F)=O.[F:8][C:9]([F:35])([F:34])[C:10]1[N:14]2[N:15]=[C:16]([N:19]3[CH2:25][C@H:24]4[N:26](C(OC(C)(C)C)=O)[C@H:21]([CH2:22][CH2:23]4)[CH2:20]3)[CH:17]=[CH:18][C:13]2=[N:12][N:11]=1, predict the reaction product. The product is: [C@@H:24]12[NH:26][C@@H:21]([CH2:22][CH2:23]1)[CH2:20][N:19]([C:16]1[CH:17]=[CH:18][C:13]3[N:14]([C:10]([C:9]([F:35])([F:34])[F:8])=[N:11][N:12]=3)[N:15]=1)[CH2:25]2.